From a dataset of CYP2D6 inhibition data for predicting drug metabolism from PubChem BioAssay. Regression/Classification. Given a drug SMILES string, predict its absorption, distribution, metabolism, or excretion properties. Task type varies by dataset: regression for continuous measurements (e.g., permeability, clearance, half-life) or binary classification for categorical outcomes (e.g., BBB penetration, CYP inhibition). Dataset: cyp2d6_veith. (1) The drug is Cc1nc2cncnc2n(C2CC2)c1=O. The result is 0 (non-inhibitor). (2) The drug is COc1ncc2nc(-c3cccs3)c(=O)n(-c3ccccc3)c2n1. The result is 0 (non-inhibitor).